From a dataset of M1 muscarinic receptor agonist screen with 61,833 compounds. Binary Classification. Given a drug SMILES string, predict its activity (active/inactive) in a high-throughput screening assay against a specified biological target. The result is 0 (inactive). The drug is S(c1n(Cc2occc2)c(nn1)c1ncccc1)CC(=O)c1ccccc1.